From a dataset of Full USPTO retrosynthesis dataset with 1.9M reactions from patents (1976-2016). Predict the reactants needed to synthesize the given product. Given the product [CH3:5][CH:3]([CH2:4][S:19][C:13]1[CH:18]=[CH:17][CH:16]=[CH:15][CH:14]=1)[CH:2]=[O:1], predict the reactants needed to synthesize it. The reactants are: [O:1]=[CH:2][C:3](=[CH2:5])[CH3:4].C(N(CC)CC)C.[C:13]1([SH:19])[CH:18]=[CH:17][CH:16]=[CH:15][CH:14]=1.